Task: Predict the reactants needed to synthesize the given product.. Dataset: Full USPTO retrosynthesis dataset with 1.9M reactions from patents (1976-2016) (1) Given the product [CH3:19][N:8]([C:6]1[N:7]=[C:2]([C:28]2[CH:40]=[CH:39][C:31]3[N:32]=[C:33]([NH:35][C:36](=[O:38])[CH3:37])[S:34][C:30]=3[CH:29]=2)[CH:3]=[CH:4][CH:5]=1)[S:9]([C:12]1[CH:17]=[CH:16][CH:15]=[C:14]([CH3:18])[CH:13]=1)(=[O:11])=[O:10], predict the reactants needed to synthesize it. The reactants are: Cl[C:2]1[N:7]=[C:6]([N:8]([CH3:19])[S:9]([C:12]2[CH:17]=[CH:16][CH:15]=[C:14]([CH3:18])[CH:13]=2)(=[O:11])=[O:10])[CH:5]=[CH:4][CH:3]=1.CC1(C)C(C)(C)OB([C:28]2[CH:40]=[CH:39][C:31]3[N:32]=[C:33]([NH:35][C:36](=[O:38])[CH3:37])[S:34][C:30]=3[CH:29]=2)O1.C(=O)([O-])[O-].[Na+].[Na+]. (2) Given the product [C:1]([NH:4][C:5]1[CH:14]=[C:13]([CH3:15])[C:12]2[C:7](=[CH:8][C:9]([CH:47]=[O:48])=[CH:10][CH:11]=2)[N:6]=1)(=[O:3])[CH3:2], predict the reactants needed to synthesize it. The reactants are: [C:1]([NH:4][C:5]1[CH:14]=[C:13]([CH3:15])[C:12]2[C:7](=[CH:8][C:9](Br)=[CH:10][CH:11]=2)[N:6]=1)(=[O:3])[CH3:2].C1C=CC(P(C2C=CC=CC=2)CCCCP(C2C=CC=CC=2)C2C=CC=CC=2)=CC=1.[CH:47](N1C(=O)C2C(=CC=CC=2)S1(=O)=O)=[O:48].C([O-])([O-])=O.[Na+].[Na+]. (3) Given the product [Cl:12][C:13]1[C:14]([N+:20]([O-:22])=[O:21])=[C:15]([NH:3][C:4]2[C:8]([C:9]#[N:10])=[CH:7][N:6]([CH3:11])[N:5]=2)[CH:16]=[CH:17][CH:18]=1, predict the reactants needed to synthesize it. The reactants are: [H-].[Na+].[NH2:3][C:4]1[C:8]([C:9]#[N:10])=[CH:7][N:6]([CH3:11])[N:5]=1.[Cl:12][C:13]1[CH:18]=[CH:17][CH:16]=[C:15](Cl)[C:14]=1[N+:20]([O-:22])=[O:21].Cl. (4) Given the product [N:1]1[CH:6]=[CH:5][CH:4]=[CH:3][C:2]=1[NH:7][C:8]([C:10]1[C:19]2[C:18](=[O:20])[CH:17]3[CH2:21][NH:22][CH2:23][CH:16]3[CH2:15][CH2:14][C:13]=2[NH:12][CH:11]=1)=[O:9], predict the reactants needed to synthesize it. The reactants are: [N:1]1[CH:6]=[CH:5][CH:4]=[CH:3][C:2]=1[NH:7][C:8]([C:10]1[C:19]2[C:18](=[O:20])[CH:17]3[CH2:21][N:22](CC4C=CC=CC=4)[CH2:23][CH:16]3[CH2:15][CH2:14][C:13]=2[NH:12][CH:11]=1)=[O:9].C([O-])=O.[NH4+]. (5) Given the product [C:1]1([NH:7][C:8]([N:10]2[C@H:19]3[C:14]([C:15]4[CH:25]=[CH:24][CH:23]=[C:22]5[C:16]=4[C:17](=[CH:20][NH:21]5)[CH2:18]3)=[CH:13][C@@H:12]([C:26]([N:32]3[CH2:33][CH2:29][CH2:30][CH2:31]3)=[O:28])[CH2:11]2)=[O:9])[CH:6]=[CH:5][CH:4]=[CH:3][CH:2]=1, predict the reactants needed to synthesize it. The reactants are: [C:1]1([NH:7][C:8]([N:10]2[C@H:19]3[C:14]([C:15]4[CH:25]=[CH:24][CH:23]=[C:22]5[C:16]=4[C:17](=[CH:20][NH:21]5)[CH2:18]3)=[CH:13][C@@H:12]([C:26]([OH:28])=O)[CH2:11]2)=[O:9])[CH:6]=[CH:5][CH:4]=[CH:3][CH:2]=1.[CH2:29]1[CH2:33][N:32]([P+](ON2N=NC3C=CC=CC2=3)([N:32]2[CH2:33][CH2:29][CH2:30][CH2:31]2)[N:32]2[CH2:33][CH2:29][CH2:30][CH2:31]2)[CH2:31][CH2:30]1.F[P-](F)(F)(F)(F)F.N1CCCC1.CCN(C(C)C)C(C)C. (6) Given the product [CH3:8][N:9]([CH2:7][C:6]1[C:11]([OH:12])=[CH:2][CH:3]=[CH:4][N:5]=1)[CH3:10], predict the reactants needed to synthesize it. The reactants are: O[C:2]1[CH:7]=[CH:6][N:5]=[CH:4][CH:3]=1.[CH3:8][NH:9][CH3:10].[CH2:11]=[O:12]. (7) Given the product [CH2:16]([S:19]([N:2]1[CH2:5][CH:4]([OH:6])[CH2:3]1)(=[O:21])=[O:20])[CH2:17][CH3:18], predict the reactants needed to synthesize it. The reactants are: Cl.[NH:2]1[CH2:5][CH:4]([OH:6])[CH2:3]1.C(N(C(C)C)CC)(C)C.[CH2:16]([S:19](Cl)(=[O:21])=[O:20])[CH2:17][CH3:18].C(O)(=O)CC(CC(O)=O)(C(O)=O)O.